The task is: Predict the reaction yield, written as a fraction of the theoretical maximum amount of product (1.0 means a 100% yield; for example, 0.34 means a 34% yield).. This data is from Reaction yield outcomes from USPTO patents with 853,638 reactions. (1) The reactants are [F:1][C:2]1[CH:3]=[CH:4][C:5]([C:32]([F:35])([F:34])[F:33])=[C:6]([CH:31]=1)[C:7]([N:9]1[CH2:14][CH2:13][N:12]([C:15](=[O:30])[CH2:16][NH:17][CH2:18][C:19]2[N:20]=[N:21][N:22]([C:24]3[CH:29]=[CH:28][CH:27]=[CH:26][CH:25]=3)[CH:23]=2)[CH2:11][CH2:10]1)=[O:8].[ClH:36]. The catalyst is CCOCC. The product is [ClH:36].[F:1][C:2]1[CH:3]=[CH:4][C:5]([C:32]([F:34])([F:33])[F:35])=[C:6]([CH:31]=1)[C:7]([N:9]1[CH2:10][CH2:11][N:12]([C:15](=[O:30])[CH2:16][NH:17][CH2:18][C:19]2[N:20]=[N:21][N:22]([C:24]3[CH:29]=[CH:28][CH:27]=[CH:26][CH:25]=3)[CH:23]=2)[CH2:13][CH2:14]1)=[O:8]. The yield is 0.600. (2) The reactants are [CH:1]1[C:13]2[CH:12]([CH2:14][O:15][C:16](=[O:36])[NH:17][C:18]([N:21]3[C:29]4[C:28]5[CH:30]=[CH:31][C:32]([O:34][CH3:35])=[CH:33][C:27]=5[CH2:26][CH2:25][C:24]=4[CH:23]=[N:22]3)([CH3:20])[CH3:19])[C:11]3[C:6](=[CH:7][CH:8]=[CH:9][CH:10]=3)[C:5]=2[CH:4]=[CH:3][CH:2]=1.C(C1C(=O)C(Cl)=C(Cl)C(=O)C=1C#N)#N.C([O-])(O)=O.[Na+]. The catalyst is O1CCOCC1. The product is [CH:10]1[C:11]2[CH:12]([CH2:14][O:15][C:16](=[O:36])[NH:17][C:18]([N:21]3[C:29]4[C:24](=[CH:25][CH:26]=[C:27]5[CH:33]=[C:32]([O:34][CH3:35])[CH:31]=[CH:30][C:28]5=4)[CH:23]=[N:22]3)([CH3:20])[CH3:19])[C:13]3[C:5](=[CH:4][CH:3]=[CH:2][CH:1]=3)[C:6]=2[CH:7]=[CH:8][CH:9]=1. The yield is 0.910. (3) The reactants are C(Cl)(=O)OC(Cl)C.C([N:15]1[CH2:19][CH2:18][C:17]([S:36]([C:39]2[CH:44]=[CH:43][CH:42]=[C:41]([Br:45])[CH:40]=2)(=[O:38])=[O:37])([C:20]2[CH:25]=[CH:24][C:23]([C:26]([F:35])([C:31]([F:34])([F:33])[F:32])[C:27]([F:30])([F:29])[F:28])=[CH:22][CH:21]=2)[CH2:16]1)C1C=CC=CC=1. The catalyst is C(Cl)CCl. The product is [Br:45][C:41]1[CH:40]=[C:39]([S:36]([C:17]2([C:20]3[CH:21]=[CH:22][C:23]([C:26]([F:35])([C:27]([F:28])([F:29])[F:30])[C:31]([F:34])([F:33])[F:32])=[CH:24][CH:25]=3)[CH2:18][CH2:19][NH:15][CH2:16]2)(=[O:37])=[O:38])[CH:44]=[CH:43][CH:42]=1. The yield is 0.720. (4) The reactants are [OH:1][CH:2]([CH:19]=[CH2:20])[CH:3]([C:11]([O:13][CH:14]([CH:17]=[CH2:18])[CH:15]=[CH2:16])=[O:12])[CH2:4][CH2:5][CH2:6][CH2:7][C:8]([OH:10])=[O:9].[CH3:21][Si](C=[N+]=[N-])(C)C. The catalyst is CO. The product is [OH:1][CH:2]([CH:3]([CH2:4][CH2:5][CH2:6][CH2:7][C:8]([O:10][CH3:21])=[O:9])[C:11]([O:13][CH:14]([CH:17]=[CH2:18])[CH:15]=[CH2:16])=[O:12])[CH:19]=[CH2:20]. The yield is 0.930.